From a dataset of Catalyst prediction with 721,799 reactions and 888 catalyst types from USPTO. Predict which catalyst facilitates the given reaction. (1) Reactant: [Br:1][CH2:2][C:3](=O)[C:4]([NH:6][C:7]1[CH:12]=[CH:11][CH:10]=[CH:9][CH:8]=1)=[O:5].[NH2:14][C:15]1[CH:20]=[CH:19][C:18]([B:21]2[O:25][C:24]([CH3:27])([CH3:26])[C:23]([CH3:29])([CH3:28])[O:22]2)=[CH:17][N:16]=1. Product: [BrH:1].[C:7]1([NH:6][C:4]([C:3]2[N:14]=[C:15]3[CH:20]=[CH:19][C:18]([B:21]4[O:25][C:24]([CH3:27])([CH3:26])[C:23]([CH3:29])([CH3:28])[O:22]4)=[CH:17][N:16]3[CH:2]=2)=[O:5])[CH:12]=[CH:11][CH:10]=[CH:9][CH:8]=1. The catalyst class is: 57. (2) Reactant: [ClH:1].[F:2][C:3]1[C:4]([F:28])=[CH:5][C:6]2[O:27][CH2:26][C:9]3([C:17]4[C:12](=[CH:13][CH:14]=[CH:15][CH:16]=4)[N:11]([CH2:18][CH:19]4[CH2:24][CH2:23][NH:22][CH2:21][CH2:20]4)[C:10]3=[O:25])[C:7]=2[CH:8]=1.[CH2:29](N(CC)CC)C.C=O.C(O[BH-](OC(=O)C)OC(=O)C)(=O)C.[Na+]. Product: [ClH:1].[F:2][C:3]1[C:4]([F:28])=[CH:5][C:6]2[O:27][CH2:26][C:9]3([C:17]4[C:12](=[CH:13][CH:14]=[CH:15][CH:16]=4)[N:11]([CH2:18][CH:19]4[CH2:20][CH2:21][N:22]([CH3:29])[CH2:23][CH2:24]4)[C:10]3=[O:25])[C:7]=2[CH:8]=1. The catalyst class is: 506. (3) The catalyst class is: 52. Product: [Br:1][C:2]1[C:8]([O:9][CH3:10])=[CH:7][C:6]2[S:11][C:12]([NH2:13])=[N:5][C:4]=2[CH:3]=1. Reactant: [Br:1][C:2]1[CH:3]=[C:4]([CH:6]=[CH:7][C:8]=1[O:9][CH3:10])[NH2:5].[S-:11][C:12]#[N:13].[NH4+].BrBr. (4) Reactant: [NH2:1][C:2]1[C:3]([CH3:24])=[C:4]([CH:20]=[C:21]([F:23])[CH:22]=1)[CH2:5][N:6]1[CH2:11][CH2:10][N:9]([C:12]([CH:14]2[CH2:18][CH2:17][CH2:16][CH2:15]2)=[O:13])[C@@H:8]([CH3:19])[CH2:7]1.CN(C(ON1N=NC2C=CC=NC1=2)=[N+](C)C)C.F[P-](F)(F)(F)(F)F.C(OC([N:56]1[CH2:60][CH2:59][C@H:58]([C:61](O)=[O:62])[CH2:57]1)=O)(C)(C)C.CCN(C(C)C)C(C)C.C(O)(C(F)(F)F)=O. Product: [CH:14]1([C:12]([N:9]2[CH2:10][CH2:11][N:6]([CH2:5][C:4]3[C:3]([CH3:24])=[C:2]([NH:1][C:61]([C@H:58]4[CH2:59][CH2:60][NH:56][CH2:57]4)=[O:62])[CH:22]=[C:21]([F:23])[CH:20]=3)[CH2:7][C@@H:8]2[CH3:19])=[O:13])[CH2:18][CH2:17][CH2:16][CH2:15]1. The catalyst class is: 2.